From a dataset of Catalyst prediction with 721,799 reactions and 888 catalyst types from USPTO. Predict which catalyst facilitates the given reaction. (1) Reactant: [CH3:1][O:2][C:3](=[O:14])[C:4]1[CH:9]=[CH:8][CH:7]=[C:6]([N+:10]([O-])=O)[C:5]=1[NH2:13].C(OCC)(=O)C. The catalyst class is: 19. Product: [NH2:13][C:5]1[C:6]([NH2:10])=[CH:7][CH:8]=[CH:9][C:4]=1[C:3]([O:2][CH3:1])=[O:14]. (2) Reactant: [F:1][C:2]1[CH:3]=[C:4]([N:15]2[CH2:19][CH:18]([CH2:20][NH:21][C:22](=[O:24])[CH3:23])[O:17][C:16]2=[O:25])[CH:5]=[CH:6][C:7]=1[CH:8]1[CH2:13][CH2:12][C:11](=O)[CH2:10][CH2:9]1.Cl.[NH2:27][OH:28]. Product: [F:1][C:2]1[CH:3]=[C:4]([N:15]2[CH2:19][CH:18]([CH2:20][NH:21][C:22](=[O:24])[CH3:23])[O:17][C:16]2=[O:25])[CH:5]=[CH:6][C:7]=1[CH:8]1[CH2:9][CH2:10][C:11](=[N:27][OH:28])[CH2:12][CH2:13]1. The catalyst class is: 17. (3) Reactant: C[O:2][C:3]([C:5]1[CH:6]=[C:7]([CH:11]2[CH2:16][CH2:15][N:14]([C:17]([O:19][C:20]([CH3:23])([CH3:22])[CH3:21])=[O:18])[CH2:13][CH:12]2[O:24][CH2:25][C:26]2[CH:35]=[CH:34][C:33]3[C:28](=[CH:29][CH:30]=[CH:31][CH:32]=3)[CH:27]=2)[CH:8]=[CH:9][CH:10]=1)=[O:4].[OH-].[Na+].Cl. Product: [C:20]([O:19][C:17]([N:14]1[CH2:15][CH2:16][CH:11]([C:7]2[CH:6]=[C:5]([CH:10]=[CH:9][CH:8]=2)[C:3]([OH:4])=[O:2])[CH:12]([O:24][CH2:25][C:26]2[CH:35]=[CH:34][C:33]3[C:28](=[CH:29][CH:30]=[CH:31][CH:32]=3)[CH:27]=2)[CH2:13]1)=[O:18])([CH3:23])([CH3:21])[CH3:22]. The catalyst class is: 5. (4) Reactant: [H-].[Na+].[F:3][C:4]1[CH:29]=[CH:28][C:7]([CH2:8][O:9][C:10]2[CH:11]=[C:12]3[C:16](=[CH:17][CH:18]=2)[C:15](=[O:19])[N:14]([CH2:20][CH:21]([OH:26])[C:22]([F:25])([F:24])[F:23])[C:13]3=[O:27])=[CH:6][CH:5]=1.I[CH3:31].O. Product: [F:3][C:4]1[CH:5]=[CH:6][C:7]([CH2:8][O:9][C:10]2[CH:11]=[C:12]3[C:16](=[CH:17][CH:18]=2)[C:15](=[O:19])[N:14]([CH2:20][CH:21]([O:26][CH3:31])[C:22]([F:24])([F:25])[F:23])[C:13]3=[O:27])=[CH:28][CH:29]=1. The catalyst class is: 7.